From a dataset of Full USPTO retrosynthesis dataset with 1.9M reactions from patents (1976-2016). Predict the reactants needed to synthesize the given product. (1) Given the product [C:21]([C:20]1[CH:23]=[CH:24][C:17]([NH:1][C@H:2]2[CH2:7][CH2:6][C@H:5]([NH:8][C:9](=[O:15])[O:10][C:11]([CH3:12])([CH3:14])[CH3:13])[CH2:4][CH2:3]2)=[CH:18][CH:19]=1)#[N:22], predict the reactants needed to synthesize it. The reactants are: [NH2:1][C@H:2]1[CH2:7][CH2:6][C@H:5]([NH:8][C:9](=[O:15])[O:10][C:11]([CH3:14])([CH3:13])[CH3:12])[CH2:4][CH2:3]1.Br[C:17]1[CH:24]=[CH:23][C:20]([C:21]#[N:22])=[CH:19][CH:18]=1. (2) The reactants are: Br[C:2]1[CH:3]=[C:4]([C:23]([OH:25])=[O:24])[C:5]2[O:9][C:8]([C:16]3[CH:21]=[CH:20][CH:19]=[CH:18][CH:17]=3)([C:10]3[CH:15]=[CH:14][CH:13]=[CH:12][CH:11]=3)[O:7][C:6]=2[CH:22]=1.O(C)[Li].CON(C)[C:32]([CH:34]1[CH2:39][CH2:38][CH2:37][CH2:36][CH2:35]1)=[O:33]. Given the product [CH:34]1([C:32]([C:2]2[CH:3]=[C:4]([C:23]([OH:25])=[O:24])[C:5]3[O:9][C:8]([C:16]4[CH:21]=[CH:20][CH:19]=[CH:18][CH:17]=4)([C:10]4[CH:15]=[CH:14][CH:13]=[CH:12][CH:11]=4)[O:7][C:6]=3[CH:22]=2)=[O:33])[CH2:39][CH2:38][CH2:37][CH2:36][CH2:35]1, predict the reactants needed to synthesize it. (3) The reactants are: C(OC(=O)[NH:10][CH2:11][C@@H:12]1[CH2:16][CH2:15][N:14]([C:17]2[C:26]3[C:21](=[CH:22][CH:23]=[C:24]([F:27])[CH:25]=3)[N:20]=[C:19]([C:28]3[CH:33]=[CH:32][CH:31]=[CH:30][C:29]=3[OH:34])[N:18]=2)[CH2:13]1)C1C=CC=CC=1. Given the product [NH2:10][CH2:11][C@@H:12]1[CH2:16][CH2:15][N:14]([C:17]2[C:26]3[C:21](=[CH:22][CH:23]=[C:24]([F:27])[CH:25]=3)[N:20]=[C:19]([C:28]3[CH:33]=[CH:32][CH:31]=[CH:30][C:29]=3[OH:34])[N:18]=2)[CH2:13]1, predict the reactants needed to synthesize it. (4) Given the product [OH:1][C:2]1[CH:7]=[CH:6][C:5]([O:8][CH:25]2[CH2:26][CH2:27][CH2:28][CH2:29][O:24]2)=[CH:4][C:3]=1[C:9](=[O:11])[CH3:10], predict the reactants needed to synthesize it. The reactants are: [OH:1][C:2]1[CH:7]=[CH:6][C:5]([OH:8])=[CH:4][C:3]=1[C:9](=[O:11])[CH3:10].O.C1(C)C=CC(S(O)(=O)=O)=CC=1.[O:24]1[CH:29]=[CH:28][CH2:27][CH2:26][CH2:25]1.N. (5) Given the product [ClH:43].[C:1]([C:5]1[CH:6]=[C:7]2[C:11](=[CH:12][CH:13]=1)[C@H:10]([NH:14][C:15]([NH:17][C:18]1[CH:26]=[CH:25][CH:24]=[C:23]3[C:19]=1[CH:20]=[N:21][N:22]3[C:27]([O:29][CH2:30][CH2:31][NH2:32])=[O:28])=[O:16])[CH2:9][CH2:8]2)([CH3:4])([CH3:2])[CH3:3], predict the reactants needed to synthesize it. The reactants are: [C:1]([C:5]1[CH:6]=[C:7]2[C:11](=[CH:12][CH:13]=1)[C@H:10]([NH:14][C:15]([NH:17][C:18]1[CH:26]=[CH:25][CH:24]=[C:23]3[C:19]=1[CH:20]=[N:21][N:22]3[C:27]([O:29][CH2:30][CH2:31][NH:32]C(OCC1C=CC=CC=1)=O)=[O:28])=[O:16])[CH2:9][CH2:8]2)([CH3:4])([CH3:3])[CH3:2].[ClH:43].[H][H]. (6) Given the product [C:21]1([CH:32]=[CH:31][C:33]2[N:34]([C:53]3[N:54]=[C:55]([NH2:61])[NH:56][C:57](=[O:60])[C:58]=3[N:59]=2)[C@@H:35]2[O:52][C@H:46]([CH2:47][O:48][C:49](=[O:51])[CH3:50])[C@@H:41]([O:42][C:43](=[O:45])[CH3:44])[C@H:36]2[O:37][C:38](=[O:40])[CH3:39])[C:30]2[C:25](=[CH:26][CH:27]=[CH:28][CH:29]=2)[CH:24]=[CH:23][CH:22]=1, predict the reactants needed to synthesize it. The reactants are: C1(P(C2C=CC=CC=2)C2C=CC=CC=2)C=CC=CC=1.Br[C:21]1[C:30]2[C:25](=[CH:26][CH:27]=[CH:28][CH:29]=2)[CH:24]=[CH:23][CH:22]=1.[CH:31]([C:33]1[N:34]([C:53]2[N:54]=[C:55]([NH2:61])[NH:56][C:57](=[O:60])[C:58]=2[N:59]=1)[C@@H:35]1[O:52][C@H:46]([CH2:47][O:48][C:49](=[O:51])[CH3:50])[C@@H:41]([O:42][C:43](=[O:45])[CH3:44])[C@H:36]1[O:37][C:38](=[O:40])[CH3:39])=[CH2:32].